Dataset: Tox21: 12 toxicity assays (nuclear receptors and stress response pathways). Task: Binary classification across 12 toxicity assays. (1) The compound is CCOC(=O)NC(=S)Nc1ccccc1NC(=S)NC(=O)OCC. It tested positive (active) for: NR-AhR (Aryl hydrocarbon Receptor agonist activity), and NR-ER (Estrogen Receptor agonist activity). (2) The drug is COC(=O)Nc1nc2cc(C(=O)c3ccccc3)ccc2[nH]1. It tested positive (active) for: NR-AhR (Aryl hydrocarbon Receptor agonist activity), SR-ARE (Antioxidant Response Element (oxidative stress)), SR-ATAD5 (ATAD5 genotoxicity (DNA damage)), SR-MMP (Mitochondrial Membrane Potential disruption), and SR-p53 (p53 tumor suppressor activation). (3) The drug is S=C(SSSSSSC(=S)N1CCCCC1)N1CCCCC1. It tested positive (active) for: SR-ATAD5 (ATAD5 genotoxicity (DNA damage)), and SR-HSE (Heat Shock Element response). (4) The molecule is CC(=C\c1ccccc1)/C=C1/SC(=S)N(CC(=O)O)C1=O. It tested positive (active) for: SR-ATAD5 (ATAD5 genotoxicity (DNA damage)).